This data is from Reaction yield outcomes from USPTO patents with 853,638 reactions. The task is: Predict the reaction yield, written as a fraction of the theoretical maximum amount of product (1.0 means a 100% yield; for example, 0.34 means a 34% yield). (1) The reactants are Br[CH2:2][CH2:3][CH2:4][CH2:5][C:6]#[C:7][C:8]1[CH:13]=[CH:12][CH:11]=[CH:10][N:9]=1.[NH:14]1[C:18]2[CH:19]=[CH:20][CH:21]=[CH:22][C:17]=2[N:16]=[N:15]1. The catalyst is C1CCCCC1.CCOC(C)=O. The product is [N:9]1[CH:10]=[CH:11][CH:12]=[CH:13][C:8]=1[C:7]#[C:6][CH2:5][CH2:4][CH2:3][CH2:2][N:15]1[N:16]=[C:17]2[CH:22]=[CH:21][CH:20]=[CH:19][C:18]2=[N:14]1. The yield is 0.130. (2) The reactants are [C:1]([O:5][C@@H:6]([C:12]1[C:40]([CH3:41])=[N:39][C:38]2=[CH:42][C:35]3=[N:36][N:37]2[C:13]=1[N:14]1[CH2:46][CH2:45][C:17]([CH3:47])([O:18][CH2:19][CH2:20][CH2:21][CH2:22][O:23][C:24]2[CH:25]=[CH:26][CH:27]=[CH:28][C:29]=2[CH2:30][C:31](=[O:44])[CH2:32][NH:33][C:34]3=O)[CH2:16][CH2:15]1)[C:7]([O:9][CH2:10][CH3:11])=[O:8])([CH3:4])([CH3:3])[CH3:2].C1C=CC(P(C2C=CC=CC=2)C2C=CC=CC=2)=CC=1.C(Cl)(Cl)(Cl)Cl. The catalyst is C(#N)C. The product is [C:1]([O:5][C@@H:6]([C:12]1[C:40]([CH3:41])=[N:39][C:38]2=[CH:42][C:35]3=[N:36][N:37]2[C:13]=1[N:14]1[CH2:15][CH2:16][C:17]([CH3:47])([O:18][CH2:19][CH2:20][CH2:21][CH2:22][O:23][C:24]2[CH:25]=[CH:26][CH:27]=[CH:28][C:29]=2[CH2:30][C:31]2[O:44][C:34]3=[N:33][CH:32]=2)[CH2:45][CH2:46]1)[C:7]([O:9][CH2:10][CH3:11])=[O:8])([CH3:3])([CH3:2])[CH3:4]. The yield is 0.137. (3) The reactants are Br[C:2]1[CH:3]=[CH:4][C:5]2[O:9][C:8]([CH:10]([NH:17][C:18]3[CH:23]=[CH:22][C:21]([C:24]([N:26]([CH3:34])[CH2:27][CH2:28][C:29]([O:31][CH2:32][CH3:33])=[O:30])=[O:25])=[CH:20][CH:19]=3)[CH:11]3[CH2:16][CH2:15][CH2:14][CH2:13][CH2:12]3)=[C:7]([CH3:35])[C:6]=2[CH:36]=1.[CH3:37][O:38][C:39]1[C:44](B(O)O)=[CH:43][CH:42]=[CH:41][N:40]=1.C(=O)([O-])[O-].[K+].[K+]. The catalyst is CN(C)C(=O)C. The product is [CH:11]1([CH:10]([NH:17][C:18]2[CH:19]=[CH:20][C:21]([C:24]([N:26]([CH3:34])[CH2:27][CH2:28][C:29]([O:31][CH2:32][CH3:33])=[O:30])=[O:25])=[CH:22][CH:23]=2)[C:8]2[O:9][C:5]3[CH:4]=[CH:3][C:2]([C:44]4[C:39]([O:38][CH3:37])=[N:40][CH:41]=[CH:42][CH:43]=4)=[CH:36][C:6]=3[C:7]=2[CH3:35])[CH2:16][CH2:15][CH2:14][CH2:13][CH2:12]1. The yield is 0.890. (4) The reactants are N[C:2]1C=C(Br)C=CC=1C(OC)=O.[Br:13][C:14]1[CH:22]=[CH:21][C:17]([C:18]([OH:20])=[O:19])=[C:16]([N+:23]([O-:25])=[O:24])[CH:15]=1.N12CCCN=C1CCCCC2.IC. The catalyst is CN(C=O)C.O. The product is [Br:13][C:14]1[CH:22]=[CH:21][C:17]([C:18]([O:20][CH3:2])=[O:19])=[C:16]([N+:23]([O-:25])=[O:24])[CH:15]=1. The yield is 0.900. (5) The reactants are Br[C:2]1[C:3]([C:10]2[CH:15]=[CH:14][C:13]([F:16])=[CH:12][CH:11]=2)=[N:4][N:5]([CH:7]2[CH2:9][CH2:8]2)[CH:6]=1.C(O[B:21]1[O:25][C:24]([CH3:27])([CH3:26])[C:23]([CH3:29])([CH3:28])[O:22]1)(C)C.C([Li])CCC.CCCCCC.[NH4+].[Cl-]. The catalyst is O1CCCC1. The product is [CH:7]1([N:5]2[CH:6]=[C:2]([B:21]3[O:25][C:24]([CH3:27])([CH3:26])[C:23]([CH3:29])([CH3:28])[O:22]3)[C:3]([C:10]3[CH:15]=[CH:14][C:13]([F:16])=[CH:12][CH:11]=3)=[N:4]2)[CH2:9][CH2:8]1. The yield is 0.390. (6) The reactants are [CH3:1][C@@:2]1([CH:8]=[CH:9][C:10]2[O:11][CH:12]=[CH:13][CH:14]=2)[CH2:6][O:5][C:4](=[O:7])[NH:3]1. The catalyst is CO.[Pd]. The product is [CH3:1][C@@:2]1([CH2:8][CH2:9][C:10]2[O:11][CH:12]=[CH:13][CH:14]=2)[CH2:6][O:5][C:4](=[O:7])[NH:3]1. The yield is 0.780.